Dataset: Full USPTO retrosynthesis dataset with 1.9M reactions from patents (1976-2016). Task: Predict the reactants needed to synthesize the given product. Given the product [CH2:22]([O:29][C:30](=[O:33])[CH2:31][N:14]([S:15]([CH2:18][CH2:19][CH2:20][CH3:21])(=[O:17])=[O:16])[C:11]1[CH:10]=[CH:9][C:8]([N:5]2[CH2:4][CH2:3][C:2](=[O:1])[CH2:7][CH2:6]2)=[CH:13][CH:12]=1)[C:23]1[CH:28]=[CH:27][CH:26]=[CH:25][CH:24]=1, predict the reactants needed to synthesize it. The reactants are: [O:1]=[C:2]1[CH2:7][CH2:6][N:5]([C:8]2[CH:13]=[CH:12][C:11]([NH:14][S:15]([CH2:18][CH2:19][CH2:20][CH3:21])(=[O:17])=[O:16])=[CH:10][CH:9]=2)[CH2:4][CH2:3]1.[CH2:22]([O:29][C:30](=[O:33])[CH2:31]Br)[C:23]1[CH:28]=[CH:27][CH:26]=[CH:25][CH:24]=1.